This data is from Forward reaction prediction with 1.9M reactions from USPTO patents (1976-2016). The task is: Predict the product of the given reaction. Given the reactants [CH3:1][O:2][C:3]1[CH:11]=[C:10]([CH3:12])[CH:9]=[CH:8][C:4]=1[C:5](O)=O.CCN=C=NCCCN(C)C.[NH2:24][NH:25][C:26]([NH2:28])=[S:27], predict the reaction product. The product is: [CH3:1][O:2][C:3]1[CH:11]=[C:10]([CH3:12])[CH:9]=[CH:8][C:4]=1[C:5]1[NH:28][C:26](=[S:27])[NH:25][N:24]=1.